From a dataset of Peptide-MHC class I binding affinity with 185,985 pairs from IEDB/IMGT. Regression. Given a peptide amino acid sequence and an MHC pseudo amino acid sequence, predict their binding affinity value. This is MHC class I binding data. (1) The peptide sequence is SEAAYAKKI. The MHC is HLA-B15:01 with pseudo-sequence HLA-B15:01. The binding affinity (normalized) is 0.176. (2) The peptide sequence is NSKVQIGEY. The MHC is HLA-A23:01 with pseudo-sequence HLA-A23:01. The binding affinity (normalized) is 0. (3) The peptide sequence is RLASSLYVY. The MHC is HLA-A29:02 with pseudo-sequence HLA-A29:02. The binding affinity (normalized) is 0.834. (4) The peptide sequence is LTFGWCFKLV. The MHC is HLA-A68:02 with pseudo-sequence HLA-A68:02. The binding affinity (normalized) is 0.580. (5) The peptide sequence is QHTRRVSVL. The MHC is HLA-A03:01 with pseudo-sequence HLA-A03:01. The binding affinity (normalized) is 0.0847. (6) The peptide sequence is NYPASLHKF. The MHC is HLA-A26:01 with pseudo-sequence HLA-A26:01. The binding affinity (normalized) is 0.0847. (7) The peptide sequence is AVYSSSMVK. The MHC is HLA-B08:01 with pseudo-sequence HLA-B08:01. The binding affinity (normalized) is 0.0847.